Dataset: Orexin1 receptor HTS with 218,158 compounds and 233 confirmed actives. Task: Binary Classification. Given a drug SMILES string, predict its activity (active/inactive) in a high-throughput screening assay against a specified biological target. (1) The drug is O1CCC(CC1)CNC(=O)CC1N(CCNC1=O)Cc1cc(OC)ccc1. The result is 0 (inactive). (2) The compound is s1c2c3c(n(c(=O)c2cc1C(=O)NCCCN(CC)CC)CC)cccc3. The result is 0 (inactive). (3) The result is 0 (inactive). The molecule is s1c(N2CC(CCC2)C(=O)N2CCN(CC2)CC)nc2c1cc(OCC)cc2. (4) The compound is O=C1N2C(N(C(=O)c3c2cccc3)c2c(cccc2)C)c2c1cccc2. The result is 0 (inactive). (5) The molecule is FC(F)(F)c1nn(c2c1CCCC2)CC(OC)=O. The result is 0 (inactive). (6) The drug is OC(=O)C(Cn1nc(cc1)C)C. The result is 0 (inactive). (7) The drug is s1c(NC(=O)c2nc3c(cc2)cccc3)nnc1SCC. The result is 1 (active).